The task is: Binary Classification. Given a miRNA mature sequence and a target amino acid sequence, predict their likelihood of interaction.. This data is from Experimentally validated miRNA-target interactions with 360,000+ pairs, plus equal number of negative samples. (1) The protein sequence of the target gene is MATRRALHFVFKVKNRFQTVHFFRDVLGMQVLRHEEFEEGCKAACNGPYDGKWSKTMVGFGPEDDHFVAELTYNYGIGDYKLGNDFMGITLASSQAVSNARKLEWPLSKVAEGIFETEAPGGYKFYLQDRSPSQSDPVLKVTLAVSDLQKSLNYWSNLLGMKIYEQDEEKQRALLGYADNQCKLELQGIQGAVDHAAAFGRIAFSCPQKELPDLEDLMKRESHSILTPLVSLDTPGKATVQVVILADPDGHEICFVGDEAFRELSKMDPKGSKLLDDAMEADKSDEWFATRNKPKASG. The miRNA is hsa-miR-4704-5p with sequence GACACUAGGCAUGUGAGUGAUU. Result: 0 (no interaction). (2) The miRNA is hsa-miR-615-3p with sequence UCCGAGCCUGGGUCUCCCUCUU. The protein sequence of the target gene is MASDSMSSKQARNHITKGKRQQQHQQIKNRSSISDGDGEDSFIFEANEAWKDFHGSLLRFYENGELCDVTLKVGSKLISCHKLVLACVIPYFRAMFLSEMAEAKQTLIEIRDFDGDAIEDLVKFVYSSRLTLTVDNVQPLLYAACILQVELVARACCEYMKLHFHPSNCLAVRAFAESHNRIDLMDMADQYACDHFTEVVECEDFVSVSPQHLHKLLSSSDLNIENEKQVYNAAIKWLLANPQHHSKWLDETLAQVRLPLLPVDFLMGVVAKEQIVKQNLKCRDLLDEARNYHLHLSSRA.... Result: 1 (interaction). (3) The miRNA is hsa-miR-23b-3p with sequence AUCACAUUGCCAGGGAUUACCAC. The protein sequence of the target gene is MAAPEEHDSPTEASQPIVEEEETKTFKDLGVTDVLCEACDQLGWTKPTKIQIEAIPLALQGRDIIGLAETGSGKTGAFALPILNALLETPQRLFALVLTPTRELAFQISEQFEALGSSIGVQSAVIVGGIDSMSQSLALAKKPHIIIATPGRLIDHLENTKGFNLRALKYLVMDEADRILNMDFETEVDKILKVIPRDRKTFLFSATMTKKVQKLQRAALKNPVKCAVSSKYQTVEKLQQYYIFIPSKFKDTYLVYILNELAGNSFMIFCSTCNNTQRTALLLRNLGFTAIPLHGQMSQS.... Result: 1 (interaction). (4) The miRNA is hsa-miR-4769-5p with sequence GGUGGGAUGGAGAGAAGGUAUGAG. The protein sequence of the target gene is MPRKKGAAWEEPSSGNGTARAGPRRRGGPAGRKRERPERCSSSSGGGSSGDEDGPELDGAPGGGKRTARPATAGKAAGAAAIITEPEHTKERVKLEGSKCKGQLLIFGATNWDLIGRKEVPKQQAAYRNLGQNLWGPHRYGCLSGVRVRTVVSGSCAAHSLLITTEGKLWSWGRNEKGQLGHGDTKRVEAPRLIEALSHEAIVLAACGRNHTLALTDTGSVFAFGENKMGQLGLGNQTDAVPSPAQIMYNGQPITKMACGAEFSMLMDCKGNLYSFGCPEYGQLGHNSDGKFIARAQRIE.... Result: 0 (no interaction). (5) The miRNA is hsa-miR-4728-5p with sequence UGGGAGGGGAGAGGCAGCAAGCA. The protein sequence of the target gene is MHPQVVILSLILHLADSVAGSVKVGGEAGPSVTLPCHYSGAVTSMCWNRGSCSLFTCQNGIVWTNGTHVTYRKDTRYKLLGDLSRRDVSLTIENTAVSDSGVYCCRVEHRGWFNDMKITVSLEIVPPKVTTTPIVTTVPTVTTVRTSTTVPTTTTVPMTTVPTTTVPTTMSIPTTTTVLTTMTVSTTTSVPTTTSIPTTTSVPVTTTVSTFVPPMPLPRQNHEPVATSPSSPQPAETHPTTLQGAIRREPTSSPLYSYTTDGNDTVTESSDGLWNNNQTQLFLEHSLLTANTTKGIYAGV.... Result: 1 (interaction). (6) The miRNA is hsa-miR-146a-3p with sequence CCUCUGAAAUUCAGUUCUUCAG. The protein sequence of the target gene is MSINLTVDIYIYLLSNARSVCGKQRSKQLYFLFSPKHYWRISHISLQRGFHTNIIRCKWTKSEAHSCSKHCYSPSNHGLHIGILKLSTSAPKGLTKVNICMSRIKSTLNSVSKAVFGNQNEMISRLAQFKPSSQILRKVSDSGWLKQKNIKQAIKSLKKYSDKSAEKSPFPEEKSHIIDKEEDIGKRSLFHYTSSITTKFGDSFYFLSNHINSYFKRKEKMSQQKENEHFRDKSELEDKKVEEGKLRSPDPGILAYKPGSESVHTVDKPTSPSAIPDVLQVSTKQSIANFLSRPTEGVQA.... Result: 0 (no interaction). (7) The miRNA is hsa-miR-4525 with sequence GGGGGGAUGUGCAUGCUGGUU. The protein sequence of the target gene is MRPPPALALAGLCLLALPAAAASYFGLTGREVLTPFPGLGTAAAPAQGGAHLKQCDLLKLSRRQKQLCRREPGLAETLRDAAHLGLLECQFQFRHERWNCSLEGRMGLLKRGFKETAFLYAVSSAALTHTLARACSAGRMERCTCDDSPGLESRQAWQWGVCGDNLKYSTKFLSNFLGSKRGNKDLRARADAHNTHVGIKAVKSGLRTTCKCHGVSGSCAVRTCWKQLSPFRETGQVLKLRYDSAVKVSSATNEALGRLELWAPARQGSLTKGLAPRSGDLVYMEDSPSFCRPSKYSPGT.... Result: 1 (interaction). (8) The miRNA is mmu-miR-3113-5p with sequence GUCCUGGCCCUGGUCCGGGUCC. The protein sequence of the target gene is MAVAGSWQPPRPCEVYRAEWELCRSVGHVLHHYYVHGKRPDCRQWLRDLTNCREWEESRSAEAQRSLCESEQVRVQAAQKHTLVWALRQRPPTDWNLPLPQEKDK. Result: 1 (interaction). (9) The miRNA is hsa-miR-4494 with sequence CCAGACUGUGGCUGACCAGAGG. The protein sequence of the target gene is MAAERGAGQQQSQEMMEVDRRVESEESGDEEGKKHSSGIVADLSEQSLKDGEERGEEDPEEEHELPVDMETINLDRDAEDVDLNHYRIGKIEGFEVLKKVKTLCLRQNLIKCIENLEELQSLRELDLYDNQIKKIENLEALTELEILDISFNLLRNIEGVDKLTRLKKLFLVNNKISKIENLSNLHQLQMLELGSNRIRAIENIDTLTNLESLFLGKNKITKLQNLDALTNLTVLSMQSNRLTKIEGLQNLVNLRELYLSHNGIEVIEGLENNNKLTMLDIASNRIKKIENISHLTELQE.... Result: 0 (no interaction).